This data is from Full USPTO retrosynthesis dataset with 1.9M reactions from patents (1976-2016). The task is: Predict the reactants needed to synthesize the given product. Given the product [Cl:1][C:2]1[CH:7]=[CH:6][C:5]([S:8]([NH:11][C:15]2[C:16]([C:22](=[O:31])[C:23]3[CH:28]=[CH:27][CH:26]=[C:25]([CH3:29])[C:24]=3[Cl:30])=[N:17][CH:18]=[C:19]([Cl:21])[CH:20]=2)(=[O:9])=[O:10])=[CH:4][C:3]=1[C:32]([F:34])([F:35])[F:33], predict the reactants needed to synthesize it. The reactants are: [Cl:1][C:2]1[CH:7]=[CH:6][C:5]([S:8]([N:11]([C:15]2[C:16]([C:22](=[O:31])[C:23]3[CH:28]=[CH:27][CH:26]=[C:25]([CH3:29])[C:24]=3[Cl:30])=[N:17][CH:18]=[C:19]([Cl:21])[CH:20]=2)COC)(=[O:10])=[O:9])=[CH:4][C:3]=1[C:32]([F:35])([F:34])[F:33].O.